This data is from Reaction yield outcomes from USPTO patents with 853,638 reactions. The task is: Predict the reaction yield, written as a fraction of the theoretical maximum amount of product (1.0 means a 100% yield; for example, 0.34 means a 34% yield). (1) The reactants are [CH3:1][C:2]1[S:3][C:4]([C:10]2[CH:15]=[CH:14][CH:13]=[CH:12][CH:11]=2)=[C:5]([C:7]([OH:9])=O)[N:6]=1.CN(C=O)C.C(Cl)(=O)C(Cl)=O.[Cl:27][C:28]1[N:32]2[CH:33]=[CH:34][C:35]([O:37][CH3:38])=[CH:36][C:31]2=[N:30][C:29]=1[CH2:39][C@@H:40]1[CH2:45][CH2:44][CH2:43][CH2:42][NH:41]1. The catalyst is C(Cl)Cl. The product is [Cl:27][C:28]1[N:32]2[CH:33]=[CH:34][C:35]([O:37][CH3:38])=[CH:36][C:31]2=[N:30][C:29]=1[CH2:39][C@@H:40]1[CH2:45][CH2:44][CH2:43][CH2:42][N:41]1[C:7]([C:5]1[N:6]=[C:2]([CH3:1])[S:3][C:4]=1[C:10]1[CH:15]=[CH:14][CH:13]=[CH:12][CH:11]=1)=[O:9]. The yield is 0.360. (2) The reactants are [F:1][C:2]1[CH:12]=[CH:11][C:5]([C:6]([O:8]CC)=[O:7])=[CH:4][C:3]=1[CH:13]=[CH2:14].O.[OH-].[Li+].[CH2:18]1COCC1. The catalyst is O. The product is [CH:13]1([C:3]2[CH:4]=[C:5]([CH:11]=[CH:12][C:2]=2[F:1])[C:6]([OH:8])=[O:7])[CH2:14][CH2:18]1. The yield is 0.810. (3) The reactants are [Cl-].O[NH3+:3].[C:4](=[O:7])([O-])[OH:5].[Na+].CS(C)=O.[Si]([O:20][CH:21]([CH:52]1[CH2:57][CH2:56][CH2:55][CH2:54][CH2:53]1)[CH2:22][N:23]1[C:28](=[O:29])[C:27]([CH2:30][C:31]2[CH:36]=[CH:35][C:34]([C:37]3[C:38]([C:43]#[N:44])=[CH:39][CH:40]=[CH:41][CH:42]=3)=[CH:33][CH:32]=2)=[C:26]([CH2:45][CH2:46][CH3:47])[N:25]2[N:48]=[C:49]([CH3:51])[N:50]=[C:24]12)(C(C)(C)C)(C)C. The catalyst is O.C(OCC)(=O)C. The product is [CH:52]1([CH:21]([OH:20])[CH2:22][N:23]2[C:28](=[O:29])[C:27]([CH2:30][C:31]3[CH:32]=[CH:33][C:34]([C:37]4[CH:42]=[CH:41][CH:40]=[CH:39][C:38]=4[C:43]4[NH:44][C:4](=[O:7])[O:5][N:3]=4)=[CH:35][CH:36]=3)=[C:26]([CH2:45][CH2:46][CH3:47])[N:25]3[N:48]=[C:49]([CH3:51])[N:50]=[C:24]23)[CH2:57][CH2:56][CH2:55][CH2:54][CH2:53]1. The yield is 0.860. (4) The reactants are [CH3:1][N:2]1[C:7](=[O:8])[C:6]([CH3:9])=[CH:5][C:4]([C:10]([OH:12])=O)=[CH:3]1.S(Cl)([Cl:15])=O. No catalyst specified. The product is [CH3:1][N:2]1[C:7](=[O:8])[C:6]([CH3:9])=[CH:5][C:4]([C:10]([Cl:15])=[O:12])=[CH:3]1. The yield is 1.00. (5) The reactants are Br[C:2]1[CH:9]=[CH:8][C:5]([CH:6]=[O:7])=[C:4]([F:10])[CH:3]=1.[CH3:11][C:12]1([CH3:28])[C:16]([CH3:18])([CH3:17])[O:15][B:14]([B:14]2[O:15][C:16]([CH3:18])([CH3:17])[C:12]([CH3:28])([CH3:11])[O:13]2)[O:13]1. The catalyst is C1C=CC(P(C2C=CC=CC=2)[C-]2C=CC=C2)=CC=1.C1C=CC(P(C2C=CC=CC=2)[C-]2C=CC=C2)=CC=1.Cl[Pd]Cl.[Fe+2].C1C=CC(P(C2C=CC=CC=2)[C-]2C=CC=C2)=CC=1.C1C=CC(P(C2C=CC=CC=2)[C-]2C=CC=C2)=CC=1.[Fe+2].O1CCOCC1. The product is [F:10][C:4]1[CH:3]=[C:2]([B:14]2[O:15][C:16]([CH3:18])([CH3:17])[C:12]([CH3:28])([CH3:11])[O:13]2)[CH:9]=[CH:8][C:5]=1[CH:6]=[O:7]. The yield is 0.960. (6) The reactants are [CH2:1]([O:3][C:4]([C:6]1[C:10]([N+:11]([O-])=O)=[CH:9][NH:8][N:7]=1)=[O:5])[CH3:2]. The catalyst is CCO.[Pd]. The product is [CH2:1]([O:3][C:4]([C:6]1[C:10]([NH2:11])=[CH:9][NH:8][N:7]=1)=[O:5])[CH3:2]. The yield is 0.980.